From a dataset of Full USPTO retrosynthesis dataset with 1.9M reactions from patents (1976-2016). Predict the reactants needed to synthesize the given product. (1) Given the product [Cl:23][C:18]1[N:19]=[CH:20][C:21]2[NH:22][C:9](=[O:8])[CH2:10][CH2:11][N:12]([CH:13]([CH3:15])[CH3:14])[C:16]=2[N:17]=1, predict the reactants needed to synthesize it. The reactants are: C(O)C.C([O:8][C:9](=O)[CH2:10][CH2:11][N:12]([C:16]1[C:21]([NH2:22])=[CH:20][N:19]=[C:18]([Cl:23])[N:17]=1)[CH:13]([CH3:15])[CH3:14])(C)(C)C. (2) Given the product [CH3:15][C:16]([OH:17])([CH3:19])[CH2:18][N:6]1[CH:7]=[CH:8][C:4]([N+:1]([O-:3])=[O:2])=[N:5]1, predict the reactants needed to synthesize it. The reactants are: [N+:1]([C:4]1[CH:8]=[CH:7][NH:6][N:5]=1)([O-:3])=[O:2].C(=O)([O-])[O-].[K+].[K+].[CH3:15][C:16]1([CH3:19])[CH2:18][O:17]1. (3) The reactants are: C(OC([N:8]1[CH2:13][CH2:12][N:11]([CH2:14][C:15]2[CH:20]=[CH:19][CH:18]=[C:17]([C:21]3[CH:30]=[CH:29][C:28]4[C:23](=[C:24]([NH:31][C:32]([C:34]5[N:35]=[CH:36][S:37][CH:38]=5)=[O:33])[CH:25]=[CH:26][CH:27]=4)[N:22]=3)[CH:16]=2)[CH2:10][CH2:9]1)=O)(C)(C)C.C(O)(C(F)(F)F)=O.C(Cl)[Cl:47]. Given the product [ClH:47].[N:11]1([CH2:14][C:15]2[CH:16]=[C:17]([C:21]3[CH:30]=[CH:29][C:28]4[C:23](=[C:24]([NH:31][C:32]([C:34]5[N:35]=[CH:36][S:37][CH:38]=5)=[O:33])[CH:25]=[CH:26][CH:27]=4)[N:22]=3)[CH:18]=[CH:19][CH:20]=2)[CH2:10][CH2:9][NH:8][CH2:13][CH2:12]1, predict the reactants needed to synthesize it. (4) The reactants are: [Cl:1][C:2]1[N:3]=[C:4](Cl)[C:5]2[N:11]=[C:10]([C:12]([O:14][CH3:15])=[O:13])[CH:9]=[C:8]([Cl:16])[C:6]=2[N:7]=1.C(N(C(C)C)C(C)C)C.[NH:27]1[CH2:32][CH2:31][CH2:30][CH2:29][CH2:28]1. Given the product [Cl:1][C:2]1[N:3]=[C:4]([N:27]2[CH2:32][CH2:31][CH2:30][CH2:29][CH2:28]2)[C:5]2[N:11]=[C:10]([C:12]([O:14][CH3:15])=[O:13])[CH:9]=[C:8]([Cl:16])[C:6]=2[N:7]=1, predict the reactants needed to synthesize it. (5) Given the product [F:1][C:2]1[CH:7]=[C:6]([NH2:8])[CH:5]=[CH:4][C:3]=1[N:11]1[CH2:12][CH2:13][N:14]([CH:17]([C:24]2[O:25][CH:26]=[CH:27][N:28]=2)[C:18]2[CH:19]=[CH:20][CH:21]=[CH:22][CH:23]=2)[CH2:15][CH2:16]1, predict the reactants needed to synthesize it. The reactants are: [F:1][C:2]1[CH:7]=[C:6]([N+:8]([O-])=O)[CH:5]=[CH:4][C:3]=1[N:11]1[CH2:16][CH2:15][N:14]([CH:17]([C:24]2[O:25][CH:26]=[CH:27][N:28]=2)[C:18]2[CH:23]=[CH:22][CH:21]=[CH:20][CH:19]=2)[CH2:13][CH2:12]1.CCO.[H][H]. (6) Given the product [F:1][C:2]1[CH:3]=[C:4]2[C:5]([CH:8]=[C:9]([CH3:10])[NH:12]2)=[CH:6][CH:7]=1, predict the reactants needed to synthesize it. The reactants are: [F:1][C:2]1[CH:7]=[CH:6][C:5]([CH2:8][C:9](=O)[CH3:10])=[C:4]([N+:12]([O-])=O)[CH:3]=1.N1C=CC=CC=1C1C=CC=CN=1. (7) Given the product [CH:1]1([CH2:4][NH:5][C:6]([C:8]2[S:9][C:10]([C:13]3[CH:18]=[CH:17][N:16]4[N:19]=[CH:20][C:21]([CH:22]=[C:33]5[C:31](=[O:32])[NH:30][C:28](=[O:29])[NH:27]5)=[C:15]4[N:14]=3)=[CH:11][CH:12]=2)=[O:7])[CH2:3][CH2:2]1, predict the reactants needed to synthesize it. The reactants are: [CH:1]1([CH2:4][NH:5][C:6]([C:8]2[S:9][C:10]([C:13]3[CH:18]=[CH:17][N:16]4[N:19]=[CH:20][C:21]([CH:22]=O)=[C:15]4[N:14]=3)=[CH:11][CH:12]=2)=[O:7])[CH2:3][CH2:2]1.C(O)C.[NH:27]1[CH2:33][C:31](=[O:32])[NH:30][C:28]1=[O:29].N1CCCCC1.